Dataset: Full USPTO retrosynthesis dataset with 1.9M reactions from patents (1976-2016). Task: Predict the reactants needed to synthesize the given product. (1) The reactants are: C(=O)([O-])[O-].[K+].[K+].[CH3:7][O:8][C:9]1[CH:14]=[CH:13][C:12]([N:15]2[C:19]([C:20]3[CH:25]=[CH:24][C:23]([O:26][CH3:27])=[CH:22][CH:21]=3)=[N:18][C:17]([OH:28])=[N:16]2)=[CH:11][CH:10]=1.[F:29][C:30]([F:34])([F:33])[CH2:31]I.C(OCC)(=O)C. Given the product [CH3:7][O:8][C:9]1[CH:10]=[CH:11][C:12]([N:15]2[C:19]([C:20]3[CH:25]=[CH:24][C:23]([O:26][CH3:27])=[CH:22][CH:21]=3)=[N:18][C:17]([O:28][CH2:31][C:30]([F:34])([F:33])[F:29])=[N:16]2)=[CH:13][CH:14]=1, predict the reactants needed to synthesize it. (2) Given the product [Cl:1][C:2]1[CH:7]=[C:6]([Cl:8])[CH:5]=[CH:4][C:3]=1[C:9]1[N:10]=[C:11](/[CH:15]=[CH:16]/[C:17]2[CH:22]=[CH:21][C:20]([C:23]3[CH:24]=[CH:25][C:26]([O:29][CH2:30][CH2:32][CH2:31][C:36]4[NH:47][N:46]=[N:45][N:44]=4)=[CH:27][CH:28]=3)=[CH:19][CH:18]=2)[N:12]([CH3:14])[CH:13]=1, predict the reactants needed to synthesize it. The reactants are: [Cl:1][C:2]1[CH:7]=[C:6]([Cl:8])[CH:5]=[CH:4][C:3]=1[C:9]1[N:10]=[C:11](/[CH:15]=[CH:16]/[C:17]2[CH:22]=[CH:21][C:20]([C:23]3[CH:28]=[CH:27][C:26]([O:29][CH3:30])=[CH:25][CH:24]=3)=[CH:19][CH:18]=2)[N:12]([CH3:14])[CH:13]=1.[C:31]1(O)[CH:36]=CC=C[CH:32]=1.BrCCCC#N.[NH:44]1C=[N:47][N:46]=[N:45]1. (3) Given the product [C:1]([C:5]1[CH:6]=[C:7]([NH:11][C:12]([C:13]2[CH:14]=[CH:15][C:16]([CH:19]3[CH2:24][CH2:23][N:22]([C:31](=[O:33])[CH2:32][C:27]([CH3:34])([CH3:26])[C:28]([OH:30])=[O:29])[CH2:21][CH2:20]3)=[CH:17][CH:18]=2)=[O:25])[CH:8]=[CH:9][CH:10]=1)([CH3:4])([CH3:2])[CH3:3], predict the reactants needed to synthesize it. The reactants are: [C:1]([C:5]1[CH:6]=[C:7]([NH:11][C:12](=[O:25])[C:13]2[CH:18]=[CH:17][C:16]([CH:19]3[CH2:24][CH2:23][NH:22][CH2:21][CH2:20]3)=[CH:15][CH:14]=2)[CH:8]=[CH:9][CH:10]=1)([CH3:4])([CH3:3])[CH3:2].[CH3:26][C:27]1([CH3:34])[CH2:32][C:31](=[O:33])[O:30][C:28]1=[O:29].C(C1C=C(NC(C2C=CC(N3CCN(C(=O)CC(C)(C)C(O)=O)CC3)=NC=2)=O)C=CC=1)(C)(C)C. (4) Given the product [CH2:47]1[C:56]2[C:51](=[CH:52][CH:53]=[CH:54][CH:55]=2)[CH2:50][CH2:49][N:48]1[C:21]([C:16]1[NH:17][C:18]2[C:14]([CH:15]=1)=[CH:13][C:12]([C:10]([N:7]1[CH2:6][CH2:5][N:4]([CH:1]([CH3:3])[CH3:2])[CH2:9][CH2:8]1)=[O:11])=[CH:20][CH:19]=2)=[O:23], predict the reactants needed to synthesize it. The reactants are: [CH:1]([N:4]1[CH2:9][CH2:8][N:7]([C:10]([C:12]2[CH:13]=[C:14]3[C:18](=[CH:19][CH:20]=2)[NH:17][C:16]([C:21]([OH:23])=O)=[CH:15]3)=[O:11])[CH2:6][CH2:5]1)([CH3:3])[CH3:2].Cl.F[B-](F)(F)F.N1(OC(N(C)C)=[N+](C)C)C2C=CC=CC=2N=N1.[CH2:47]1[C:56]2[C:51](=[CH:52][CH:53]=[CH:54][CH:55]=2)[CH2:50][CH2:49][NH:48]1.C(N(CC)C(C)C)(C)C. (5) The reactants are: [NH2:1][C:2]1[N:7]=[C:6]([NH2:8])[C:5]([OH:9])=[C:4]([CH2:10][CH3:11])[N:3]=1.O.[OH-].[Li+].Br[CH2:16][CH2:17][CH2:18][O:19][C:20]1[CH:34]=[CH:33][CH:32]=[CH:31][C:21]=1[O:22][CH2:23][CH2:24][CH2:25][C:26]([O:28]CC)=[O:27]. Given the product [NH2:1][C:2]1[N:7]=[C:6]([NH2:8])[C:5]([O:9][CH2:16][CH2:17][CH2:18][O:19][C:20]2[CH:34]=[CH:33][CH:32]=[CH:31][C:21]=2[O:22][CH2:23][CH2:24][CH2:25][C:26]([OH:28])=[O:27])=[C:4]([CH2:10][CH3:11])[N:3]=1, predict the reactants needed to synthesize it. (6) Given the product [F:1][C:2]1[C:10]([F:11])=[C:9]2[C:5]([CH:17]=[C:18]([OH:14])[C:7]([CH3:6])=[N:8]2)=[CH:4][CH:3]=1, predict the reactants needed to synthesize it. The reactants are: [F:1][C:2]1[C:10]([F:11])=[C:9]2[C:5]([C:6](=O)[C:7](=O)[NH:8]2)=[CH:4][CH:3]=1.[OH-:14].[K+].Br[CH2:17][C:18](C1C=CC=CC=1)=O.Cl. (7) Given the product [Cl:30][C:28]1[CH:29]=[C:24]([C:21]2[CH:20]=[CH:19][C:18]([CH2:17][C@@H:4]([C:3]([OH:33])=[O:2])[NH:5][C:6]([C:8]3([CH2:13][CH2:14][O:15][CH3:16])[CH2:12][CH2:11][CH2:10][CH2:9]3)=[O:7])=[CH:23][CH:22]=2)[C:25](=[O:32])[N:26]([CH3:31])[CH:27]=1, predict the reactants needed to synthesize it. The reactants are: C[O:2][C:3](=[O:33])[C@H:4]([CH2:17][C:18]1[CH:23]=[CH:22][C:21]([C:24]2[C:25](=[O:32])[N:26]([CH3:31])[CH:27]=[C:28]([Cl:30])[CH:29]=2)=[CH:20][CH:19]=1)[NH:5][C:6]([C:8]1([CH2:13][CH2:14][O:15][CH3:16])[CH2:12][CH2:11][CH2:10][CH2:9]1)=[O:7].O.[OH-].[Li+].